Dataset: Forward reaction prediction with 1.9M reactions from USPTO patents (1976-2016). Task: Predict the product of the given reaction. (1) The product is: [C:14](=[O:15])([O:8][C:7]1[C:2]([F:1])=[C:3]([F:12])[C:4]([F:11])=[C:5]([F:10])[C:6]=1[F:9])[O:16][CH2:17][CH2:18][CH2:19][CH2:20][Cl:21]. Given the reactants [F:1][C:2]1[C:7]([OH:8])=[C:6]([F:9])[C:5]([F:10])=[C:4]([F:11])[C:3]=1[F:12].Cl[C:14]([O:16][CH2:17][CH2:18][CH2:19][CH2:20][Cl:21])=[O:15], predict the reaction product. (2) Given the reactants [F:1][C:2]1[CH:7]=[CH:6][C:5]([C:8]([F:11])([F:10])[F:9])=[CH:4][C:3]=1[N:12]=[C:13]=[O:14].[NH2:15][C:16]1[CH:17]=[C:18](C=C[CH:33]=1)[CH2:19][CH2:20][CH2:21][NH:22][C:23]1[C:24]([C:28]([NH2:30])=[O:29])=[N:25][NH:26][CH:27]=1.[N+]([C:37]1C=C(C=C[CH:54]=1)CCCNC1C(C(N)=O)=NNC=1)([O-])=O, predict the reaction product. The product is: [CH2:37]([N:22]([CH2:21][C:20]1[CH:19]=[CH:18][CH:17]=[C:16]([NH:15][C:13]([NH:12][C:3]2[CH:4]=[C:5]([C:8]([F:11])([F:10])[F:9])[CH:6]=[CH:7][C:2]=2[F:1])=[O:14])[CH:33]=1)[C:23]1[C:24]([C:28]([NH2:30])=[O:29])=[N:25][NH:26][CH:27]=1)[CH3:54]. (3) Given the reactants [C:1]([NH:4][CH:5]([C:9]([OH:11])=[O:10])[CH2:6][O:7][CH3:8])(=[O:3])[CH3:2].[OH-].[Na+].Cl, predict the reaction product. The product is: [C:1]([NH:4][C@H:5]([CH2:6][O:7][CH3:8])[C:9]([OH:11])=[O:10])(=[O:3])[CH3:2]. (4) Given the reactants [F:1][C:2]1[CH:7]=[CH:6][C:5](/[C:8](/[CH2:19][N:20]2[CH:24]=[CH:23][N:22]=[CH:21]2)=[CH:9]\[C:10]2[CH:11]=[C:12]([CH:16]=[CH:17][CH:18]=2)[C:13](O)=[O:14])=[CH:4][CH:3]=1.[CH2:25](Cl)[CH2:26]Cl.C1C=CC2N([OH:38])N=NC=2C=1.COC(=O)[C@](C)(C[CH2:45][S:46]C)N.C[N:51]1C[CH2:55][O:54][CH2:53][CH2:52]1, predict the reaction product. The product is: [F:1][C:2]1[CH:3]=[CH:4][C:5](/[C:8](/[CH2:19][N:20]2[CH:24]=[CH:23][N:22]=[CH:21]2)=[CH:9]\[C:10]2[CH:11]=[C:12]([CH:16]=[CH:17][CH:18]=2)[C:13]([NH:51][C@:52]([S:46][CH3:45])([CH2:25][CH3:26])[C:53]([O:54][CH3:55])=[O:38])=[O:14])=[CH:6][CH:7]=1.